Dataset: Full USPTO retrosynthesis dataset with 1.9M reactions from patents (1976-2016). Task: Predict the reactants needed to synthesize the given product. (1) Given the product [F:10][C:9]([F:12])([F:11])[C:5]1[C:4]2[CH2:13][CH:14]([C:15]#[N:16])[C:3]=2[CH:8]=[CH:7][CH:6]=1, predict the reactants needed to synthesize it. The reactants are: N.Cl[C:3]1[CH:8]=[CH:7][CH:6]=[C:5]([C:9]([F:12])([F:11])[F:10])[C:4]=1[CH2:13][CH2:14][C:15]#[N:16].[N+]([O-])([O-])=O.[NH4+].C(OCC)(=O)C. (2) Given the product [CH2:17]([O:24][C:25]1[N:26]=[C:27]([N:1]2[CH2:2][CH2:3][CH:4]([N:7]3[C:15]4[C:10](=[N:11][CH:12]=[CH:13][CH:14]=4)[NH:9][C:8]3=[O:16])[CH2:5][CH2:6]2)[CH:28]=[C:29]([C:31]([C:33]2[CH:43]=[C:42]([CH3:44])[C:36]3[N:37]([CH3:41])[C:38](=[O:40])[O:39][C:35]=3[CH:34]=2)=[O:32])[CH:30]=1)[C:18]1[CH:19]=[CH:20][CH:21]=[CH:22][CH:23]=1, predict the reactants needed to synthesize it. The reactants are: [NH:1]1[CH2:6][CH2:5][CH:4]([N:7]2[C:15]3[C:10](=[N:11][CH:12]=[CH:13][CH:14]=3)[NH:9][C:8]2=[O:16])[CH2:3][CH2:2]1.[CH2:17]([O:24][C:25]1[CH:30]=[C:29]([C:31]([C:33]2[CH:43]=[C:42]([CH3:44])[C:36]3[N:37]([CH3:41])[C:38](=[O:40])[O:39][C:35]=3[CH:34]=2)=[O:32])[CH:28]=[C:27](Cl)[N:26]=1)[C:18]1[CH:23]=[CH:22][CH:21]=[CH:20][CH:19]=1. (3) Given the product [F:35][C:2]1([F:1])[O:6][C:5]2[CH:7]=[CH:8][C:9]([C:11]3([C:14]([NH:16][C:17]4[N:22]=[C:21]([C:23]5[CH:24]=[N:25][C:26]([O:32][CH3:33])=[C:27]([C:29]([N:37]([CH3:38])[CH3:36])=[O:30])[CH:28]=5)[C:20]([CH3:34])=[CH:19][CH:18]=4)=[O:15])[CH2:12][CH2:13]3)=[CH:10][C:4]=2[O:3]1, predict the reactants needed to synthesize it. The reactants are: [F:1][C:2]1([F:35])[O:6][C:5]2[CH:7]=[CH:8][C:9]([C:11]3([C:14]([NH:16][C:17]4[N:22]=[C:21]([C:23]5[CH:24]=[N:25][C:26]([O:32][CH3:33])=[C:27]([C:29](O)=[O:30])[CH:28]=5)[C:20]([CH3:34])=[CH:19][CH:18]=4)=[O:15])[CH2:13][CH2:12]3)=[CH:10][C:4]=2[O:3]1.[CH3:36][NH:37][CH3:38].C(N(CC)CC)C.F[P-](F)(F)(F)(F)F.N1(OC(N(C)C)=[N+](C)C)C2N=CC=CC=2N=N1. (4) Given the product [CH2:1]([N:8]([C@H:9]1[CH2:14][CH2:13][C@H:12]([C:15]([OH:24])([C:20]([F:23])([F:21])[F:22])[C:16]([F:19])([F:17])[F:18])[CH2:11][CH2:10]1)[C:39](=[O:41])[CH3:40])[C:2]1[CH:3]=[CH:4][CH:5]=[CH:6][CH:7]=1, predict the reactants needed to synthesize it. The reactants are: [CH2:1]([NH:8][C@H:9]1[CH2:14][CH2:13][C@H:12]([C:15]([O:24][Si](CC)(CC)CC)([C:20]([F:23])([F:22])[F:21])[C:16]([F:19])([F:18])[F:17])[CH2:11][CH2:10]1)[C:2]1[CH:7]=[CH:6][CH:5]=[CH:4][CH:3]=1.CCN(CC)CC.[C:39](Cl)(=[O:41])[CH3:40].[NH4+].[Cl-]. (5) The reactants are: [Br:1][C:2]1[CH:7]=[CH:6][C:5]([OH:8])=[CH:4][CH:3]=1.O[CH:10]1[CH2:13][N:12]([C:14]([O:16][C:17]([CH3:20])([CH3:19])[CH3:18])=[O:15])[CH2:11]1.C1C=CC(P(C2C=CC=CC=2)C2C=CC=CC=2)=CC=1.CC(OC(/N=N/C(OC(C)C)=O)=O)C. Given the product [Br:1][C:2]1[CH:7]=[CH:6][C:5]([O:8][CH:10]2[CH2:11][N:12]([C:14]([O:16][C:17]([CH3:20])([CH3:19])[CH3:18])=[O:15])[CH2:13]2)=[CH:4][CH:3]=1, predict the reactants needed to synthesize it. (6) The reactants are: [Cl:1][C:2]1[C:3]([F:14])=[C:4]([CH:7]=[C:8]([C:10]([F:13])([F:12])[F:11])[CH:9]=1)[CH:5]=[O:6].S([O-])(O[O-])(=O)=[O:16].[K+].[K+].[OH-].[Na+].Cl.C[N:27]([CH:29]=O)C. Given the product [CH:29]1([NH2+:27][CH:2]2[CH2:9][CH2:8][CH2:7][CH2:4][CH2:3]2)[CH2:4][CH2:3][CH2:2][CH2:9][CH2:8]1.[Cl:1][C:2]1[C:3]([F:14])=[C:4]([CH:7]=[C:8]([C:10]([F:12])([F:13])[F:11])[CH:9]=1)[C:5]([O-:16])=[O:6], predict the reactants needed to synthesize it. (7) The reactants are: C(O[C:4]([C:6]1[CH:7]=[C:8]2[C:12](=[CH:13][CH:14]=1)[NH:11][N:10]=[C:9]2[C:15]1[CH:24]=[CH:23][C:22]2[C:17](=[CH:18][CH:19]=[C:20]([O:25][CH2:26][CH2:27][C:28]3[CH:33]=[CH:32][CH:31]=[CH:30][N:29]=3)[CH:21]=2)[CH:16]=1)=[NH:5])C.C(N(CC)CC)C.[NH2:41][NH:42][C:43](=O)[CH2:44][N:45]1[CH2:50][CH2:49][O:48][CH2:47][CH2:46]1. Given the product [N:45]1([CH2:44][C:43]2[N:5]=[C:4]([C:6]3[CH:7]=[C:8]4[C:12](=[CH:13][CH:14]=3)[NH:11][N:10]=[C:9]4[C:15]3[CH:16]=[C:17]4[C:22](=[CH:23][CH:24]=3)[CH:21]=[C:20]([O:25][CH2:26][CH2:27][C:28]3[CH:33]=[CH:32][CH:31]=[CH:30][N:29]=3)[CH:19]=[CH:18]4)[NH:41][N:42]=2)[CH2:50][CH2:49][O:48][CH2:47][CH2:46]1, predict the reactants needed to synthesize it. (8) Given the product [CH:19]1([C:22]2[CH:23]=[C:24]([CH3:34])[C:25]([N:28]3[CH2:29][CH2:30][N:31]([C:13]([C:12]4[CH:11]=[CH:10][C:9]([C@@H:7]([N:3]5[CH2:4][CH2:5][CH2:6][S:2]5(=[O:1])=[O:18])[CH3:8])=[CH:17][CH:16]=4)=[O:15])[CH2:32][CH2:33]3)=[N:26][CH:27]=2)[CH2:21][CH2:20]1, predict the reactants needed to synthesize it. The reactants are: [O:1]=[S:2]1(=[O:18])[CH2:6][CH2:5][CH2:4][N:3]1[C@H:7]([C:9]1[CH:17]=[CH:16][C:12]([C:13]([OH:15])=O)=[CH:11][CH:10]=1)[CH3:8].[CH:19]1([C:22]2[CH:23]=[C:24]([CH3:34])[C:25]([N:28]3[CH2:33][CH2:32][NH:31][CH2:30][CH2:29]3)=[N:26][CH:27]=2)[CH2:21][CH2:20]1. (9) Given the product [C:15]([O:19][C:20](=[O:47])[CH:21]([NH:34][C:35](=[O:46])[CH2:36][CH2:37][CH2:38][CH2:39][CH2:40][CH2:41][CH2:42][CH2:43][CH2:44][O:13][C:10]1[CH:9]=[CH:8][C:7]([C:6]([O:5][C:1]([CH3:4])([CH3:2])[CH3:3])=[O:14])=[CH:12][CH:11]=1)[CH2:22][CH2:23][C:24]([O:26][CH2:27][C:28]1[CH:29]=[CH:30][CH:31]=[CH:32][CH:33]=1)=[O:25])([CH3:16])([CH3:17])[CH3:18], predict the reactants needed to synthesize it. The reactants are: [C:1]([O:5][C:6](=[O:14])[C:7]1[CH:12]=[CH:11][C:10]([OH:13])=[CH:9][CH:8]=1)([CH3:4])([CH3:3])[CH3:2].[C:15]([O:19][C:20](=[O:47])[CH:21]([NH:34][C:35](=[O:46])[CH2:36][CH2:37][CH2:38][CH2:39][CH2:40][CH2:41][CH2:42][CH2:43][CH2:44]Br)[CH2:22][CH2:23][C:24]([O:26][CH2:27][C:28]1[CH:33]=[CH:32][CH:31]=[CH:30][CH:29]=1)=[O:25])([CH3:18])([CH3:17])[CH3:16].C([O-])([O-])=O.[K+].[K+].N#N.